Binary Classification. Given a miRNA mature sequence and a target amino acid sequence, predict their likelihood of interaction. From a dataset of Experimentally validated miRNA-target interactions with 360,000+ pairs, plus equal number of negative samples. (1) The miRNA is mmu-miR-410-3p with sequence AAUAUAACACAGAUGGCCUGU. The protein sequence of the target gene is MTICQFFLQGRCRFGDRCWNEHPGARGAGGARQPPPQQQPPSGNNRRGWNASSQRYSNVIQPSSFPKSTPWGGSRDQDKPPFGSFDSGASTSRGFGSSQNPFASPLSDEQKDEKKLLEGIVKDVEVWESSGQWMFSVYSPVRKKPNISGFTDISPEELRLEYHNFLTSNNLQSYLNSVQQLVSQWRNRINELKNLTMSTKGALLSDVKDGVSQAVPAFGFGSKQAGSFGSPGFPVNNSSSSTVQNFSFKTSPGLATPPSGSTSVFGSHPAFGAGPSAGSSISSSTPAFGLGKPEATSAAS.... Result: 1 (interaction). (2) The miRNA is mmu-miR-3083-5p with sequence AGGCUGGGAAUAUUUCAGAGAU. The protein sequence of the target gene is MALRLGRLGSDPWWRAVLGDYAQLRAASPRCASARVCQLPGTAGPQPRRGLGYGPWARGGSGLGTRLAATLAGLAGLAAAAFGHVQRAEMVPKSSGARSPSPGRREEDGDELARRCSTFMSSPVTELRELRRRPEDMKTKMELMIMETQAQVCRALAQVDGVADFTVDRWERKEGGGGITCVLQDGRVFEKAGVSISVVHGNLSEEAANQMRGRGKTLKTKDSKLPFTAMGVSSVIHPKNPYAPTMHFNYRYFEVEEADGNTHWWFGGGCDLTPTYLNQEDAVHFHRTLKEACDQHGPDI.... Result: 1 (interaction). (3) The miRNA is hsa-miR-6769b-5p with sequence UGGUGGGUGGGGAGGAGAAGUGC. The protein sequence of the target gene is MAADQRPKADTLALRQRLISSSCRLFFPEDPVKIVRAQGQYMYDEQGAEYIDCISNVAHVGHCHPLVVQAAHEQNQVLNTNSRYLHDNIVDYAQRLSETLPEQLCVFYFLNSGSEANDLALRLARHYTGHQDVVVLDHAYHGHLSSLIDISPYKFRNLDGQKEWVHVAPLPDTYRGPYREDHPNPAMAYANEVKRVVSSAQEKGRKIAAFFAESLPSVGGQIIPPAGYFSQVAEHIRKAGGVFVADEIQVGFGRVGKHFWAFQLQGKDFVPDIVTMGKSIGNGHPVACVAATQPVARAFE.... Result: 1 (interaction). (4) The miRNA is hsa-miR-1283 with sequence UCUACAAAGGAAAGCGCUUUCU. The protein sequence of the target gene is MAASQCLCCSKFLFQRQNLACFLTNPHCGSLVNADGHGEVWTDWNNMSKFFQYGWRCTTNENTYSNRTLMGNWNQERYDLRNIVQPKPLPSQFGHYFETTYDTSYNNKMPLSTHRFKREPHWFPGHQPELDPPRYKCTEKSTYMNSYSKP. Result: 0 (no interaction). (5) Result: 1 (interaction). The protein sequence of the target gene is MAAASSSDSDACGAESNEANSKWLDAHYDPMANIHTFSACLALADLHGDGEYKLVVGDLGPGGQQPRLKVLKGPLVMTESPLPALPAAAATFLMEQHEPRTPALALASGPCVYVYKNLRPYFKFSLPQLPPNPLEQDLWNQAKEDRIDPLTLKEMLESIRETAEEPLSIQSLRFLQLELSEMEAFVNQHKSNSIKRQTVITTMTTLKKNLADEDAVSCLVLGTENKELLVLDPEAFTILAKMSLPSVPVFLEVSGQFDVEFRLAAACRNGNIYILRRDSKHPKYCIELSAQPVGLIRVHK.... The miRNA is hsa-miR-3692-5p with sequence CCUGCUGGUCAGGAGUGGAUACUG.